Dataset: Reaction yield outcomes from USPTO patents with 853,638 reactions. Task: Predict the reaction yield, written as a fraction of the theoretical maximum amount of product (1.0 means a 100% yield; for example, 0.34 means a 34% yield). (1) The reactants are Br[C:2]1[CH:7]=[CH:6][C:5]([S:8]([CH2:11][CH3:12])(=[O:10])=[O:9])=[CH:4][C:3]=1[F:13].[B:14]1([B:14]2[O:18][C:17]([CH3:20])([CH3:19])[C:16]([CH3:22])([CH3:21])[O:15]2)[O:18][C:17]([CH3:20])([CH3:19])[C:16]([CH3:22])([CH3:21])[O:15]1.C([O-])(=O)C.[K+]. The catalyst is CS(C)=O.CCOC(C)=O.[Cl-].[Na+].O.C1C=CC(P(C2C=CC=CC=2)[C-]2C=CC=C2)=CC=1.C1C=CC(P(C2C=CC=CC=2)[C-]2C=CC=C2)=CC=1.Cl[Pd]Cl.[Fe+2]. The product is [CH2:11]([S:8]([C:5]1[CH:6]=[CH:7][C:2]([B:14]2[O:18][C:17]([CH3:20])([CH3:19])[C:16]([CH3:22])([CH3:21])[O:15]2)=[C:3]([F:13])[CH:4]=1)(=[O:10])=[O:9])[CH3:12]. The yield is 0.700. (2) The reactants are [CH:1]12[O:8][CH:5]([CH2:6][CH2:7]1)[CH2:4][N:3]([C:9]1[CH:14]=[CH:13][N:12]=[C:11]3[N:15]([CH3:20])[CH:16]=[C:17]([CH:18]=O)[C:10]=13)[CH2:2]2.[CH3:21][NH:22][C:23]([NH:25][C:26]1[CH:27]=[CH:28][C:29]2[O:33][CH2:32][C:31](=[O:34])[C:30]=2[CH:35]=1)=[O:24]. The catalyst is Cl.CCO. The product is [CH:1]12[O:8][CH:5]([CH2:6][CH2:7]1)[CH2:4][N:3]([C:9]1[CH:14]=[CH:13][N:12]=[C:11]3[N:15]([CH3:20])[CH:16]=[C:17](/[CH:18]=[C:32]4\[O:33][C:29]5[CH:28]=[CH:27][C:26]([NH:25][C:23]([NH:22][CH3:21])=[O:24])=[CH:35][C:30]=5[C:31]\4=[O:34])[C:10]=13)[CH2:2]2. The yield is 0.590.